This data is from NCI-60 drug combinations with 297,098 pairs across 59 cell lines. The task is: Regression. Given two drug SMILES strings and cell line genomic features, predict the synergy score measuring deviation from expected non-interaction effect. (1) Drug 1: C1CN1P(=S)(N2CC2)N3CC3. Drug 2: CCN(CC)CCNC(=O)C1=C(NC(=C1C)C=C2C3=C(C=CC(=C3)F)NC2=O)C. Cell line: MALME-3M. Synergy scores: CSS=-2.11, Synergy_ZIP=1.17, Synergy_Bliss=2.70, Synergy_Loewe=-5.73, Synergy_HSA=-3.77. (2) Drug 1: CC(CN1CC(=O)NC(=O)C1)N2CC(=O)NC(=O)C2. Drug 2: CCCCC(=O)OCC(=O)C1(CC(C2=C(C1)C(=C3C(=C2O)C(=O)C4=C(C3=O)C=CC=C4OC)O)OC5CC(C(C(O5)C)O)NC(=O)C(F)(F)F)O. Cell line: SK-MEL-28. Synergy scores: CSS=10.9, Synergy_ZIP=-2.47, Synergy_Bliss=1.00, Synergy_Loewe=-0.455, Synergy_HSA=-0.464. (3) Drug 1: C1=C(C(=O)NC(=O)N1)N(CCCl)CCCl. Drug 2: CC1=C(C=C(C=C1)NC(=O)C2=CC=C(C=C2)CN3CCN(CC3)C)NC4=NC=CC(=N4)C5=CN=CC=C5. Cell line: MDA-MB-231. Synergy scores: CSS=17.0, Synergy_ZIP=0.759, Synergy_Bliss=-2.61, Synergy_Loewe=-5.06, Synergy_HSA=-1.87.